Dataset: Forward reaction prediction with 1.9M reactions from USPTO patents (1976-2016). Task: Predict the product of the given reaction. (1) Given the reactants [Cl-].[CH3:2][O:3][C:4]1[CH:9]=[CH:8][C:7]([C:10]([C:12]([C:14]2[CH:19]=[CH:18][CH:17]=[CH:16][CH:15]=2)=[O:13])=[O:11])=[CH:6][CH:5]=1.[P:20]([O:27]CC)([O:24][CH2:25][CH3:26])[O:21][CH2:22][CH3:23], predict the reaction product. The product is: [CH2:22]([O:21][PH:20](=[O:27])[O:24][CH2:25][CH3:26])[CH3:23].[CH3:2][O:3][C:4]1[CH:5]=[CH:6][C:7]([C:10]([C:12]([C:14]2[CH:19]=[CH:18][CH:17]=[CH:16][CH:15]=2)=[O:13])=[O:11])=[CH:8][CH:9]=1. (2) Given the reactants [CH2:1]([O:8][C:9](=[O:27])[NH:10][CH2:11][CH2:12][NH:13][C:14]1[CH:15]=[N:16][CH:17]=[CH:18][C:19]=1[C:20]1[CH:25]=[CH:24][CH:23]=[CH:22][C:21]=1[Cl:26])[C:2]1[CH:7]=[CH:6][CH:5]=[CH:4][CH:3]=1.[F:28][C:29]([F:44])([F:43])[C:30]1[CH:31]=[C:32]([CH:36]=[C:37]([C:39]([F:42])([F:41])[F:40])[CH:38]=1)[C:33](Cl)=[O:34], predict the reaction product. The product is: [CH2:1]([O:8][C:9](=[O:27])[NH:10][CH2:11][CH2:12][N:13]([C:33](=[O:34])[C:32]1[CH:36]=[C:37]([C:39]([F:40])([F:41])[F:42])[CH:38]=[C:30]([C:29]([F:28])([F:43])[F:44])[CH:31]=1)[C:14]1[CH:15]=[N:16][CH:17]=[CH:18][C:19]=1[C:20]1[CH:25]=[CH:24][CH:23]=[CH:22][C:21]=1[Cl:26])[C:2]1[CH:7]=[CH:6][CH:5]=[CH:4][CH:3]=1. (3) The product is: [CH3:9][O:8][C:7]1[CH:6]=[CH:5][C:4]([C:10]2[CH:15]=[CH:14][C:13]([C:16]([O:18][CH3:38])=[O:17])=[CH:12][C:11]=2[CH3:19])=[CH:3][C:2]=1[B:20]1[O:24][C:23]([CH3:26])([CH3:25])[C:22]([CH3:28])([CH3:27])[O:21]1. Given the reactants I[C:2]1[CH:3]=[C:4]([C:10]2[CH:15]=[CH:14][C:13]([C:16]([O-:18])=[O:17])=[CH:12][C:11]=2[CH3:19])[CH:5]=[CH:6][C:7]=1[O:8][CH3:9].[B:20]1([B:20]2[O:24][C:23]([CH3:26])([CH3:25])[C:22]([CH3:28])([CH3:27])[O:21]2)[O:24][C:23]([CH3:26])([CH3:25])[C:22]([CH3:28])([CH3:27])[O:21]1.[C:38]([O-])(=O)C.[K+].O1CCOCC1, predict the reaction product. (4) The product is: [ClH:1].[CH3:2][O:3][C:4]1[CH:5]=[CH:6][C:7]([CH:10]2[CH2:15][CH2:14][NH:13][CH2:12][CH2:11]2)=[CH:8][CH:9]=1. Given the reactants [ClH:1].[CH3:2][O:3][C:4]1[CH:9]=[CH:8][C:7]([C:10]2[CH2:11][CH2:12][NH:13][CH2:14][CH:15]=2)=[CH:6][CH:5]=1.[H][H], predict the reaction product. (5) Given the reactants C[O:2][C:3]1[CH:4]=[C:5]2[C:10](=[CH:11][CH:12]=1)[CH2:9][N:8]([CH2:13][CH2:14][N:15]1[CH2:19][CH2:18][CH2:17][CH2:16]1)[CH2:7][CH2:6]2.Br, predict the reaction product. The product is: [N:15]1([CH2:14][CH2:13][N:8]2[CH2:7][CH2:6][C:5]3[C:10](=[CH:11][CH:12]=[C:3]([OH:2])[CH:4]=3)[CH2:9]2)[CH2:19][CH2:18][CH2:17][CH2:16]1. (6) Given the reactants Cl[C:2]1[C:11]2[C:6](=[CH:7][CH:8]=[C:9]([N+:12]([O-:14])=[O:13])[CH:10]=2)[N:5]=[C:4]([CH2:15][CH2:16][CH3:17])[CH:3]=1.[NH:18]1[CH2:21][CH2:20][CH2:19]1, predict the reaction product. The product is: [N:18]1([C:2]2[C:11]3[C:6](=[CH:7][CH:8]=[C:9]([N+:12]([O-:14])=[O:13])[CH:10]=3)[N:5]=[C:4]([CH2:15][CH2:16][CH3:17])[CH:3]=2)[CH2:21][CH2:20][CH2:19]1. (7) Given the reactants C(NC(C)C)(C)C.C([Li])CCC.[Br:13][C:14]1[CH:19]=[CH:18][C:17]([F:20])=[C:16]([F:21])[C:15]=1[F:22].CN([CH:26]=[O:27])C.[NH4+].[Cl-], predict the reaction product. The product is: [Br:13][C:14]1[C:15]([F:22])=[C:16]([F:21])[C:17]([F:20])=[C:18]([CH:19]=1)[CH:26]=[O:27].